Task: Regression. Given two drug SMILES strings and cell line genomic features, predict the synergy score measuring deviation from expected non-interaction effect.. Dataset: NCI-60 drug combinations with 297,098 pairs across 59 cell lines Drug 1: CC1OCC2C(O1)C(C(C(O2)OC3C4COC(=O)C4C(C5=CC6=C(C=C35)OCO6)C7=CC(=C(C(=C7)OC)O)OC)O)O. Drug 2: CCCS(=O)(=O)NC1=C(C(=C(C=C1)F)C(=O)C2=CNC3=C2C=C(C=N3)C4=CC=C(C=C4)Cl)F. Cell line: SNB-75. Synergy scores: CSS=5.44, Synergy_ZIP=-1.54, Synergy_Bliss=1.08, Synergy_Loewe=-7.13, Synergy_HSA=-0.274.